Dataset: Full USPTO retrosynthesis dataset with 1.9M reactions from patents (1976-2016). Task: Predict the reactants needed to synthesize the given product. Given the product [C:7]([N:6]1[CH2:32][CH2:31][N:25]([CH2:26][C:23]2[S:22][C:21]([C:5]3[NH:6][C:7]4[C:3]([CH:4]=3)=[C:2]([Cl:1])[CH:10]=[CH:9][C:8]=4[N:11]([CH3:20])[S:12]([C:15]3[S:16][CH:17]=[CH:18][CH:19]=3)(=[O:14])=[O:13])=[N:25][CH:24]=2)[CH2:21][CH2:5]1)(=[O:37])[CH3:3], predict the reactants needed to synthesize it. The reactants are: [Cl:1][C:2]1[CH:10]=[CH:9][C:8]([N:11]([CH3:20])[S:12]([C:15]2[S:16][CH:17]=[CH:18][CH:19]=2)(=[O:14])=[O:13])=[C:7]2[C:3]=1[CH:4]=[C:5]([C:21]1[S:22][C:23]([CH2:26]O)=[CH:24][N:25]=1)[NH:6]2.O1[CH2:32][CH2:31]CC1.S(Cl)(Cl)=O.[OH2:37].